From a dataset of Forward reaction prediction with 1.9M reactions from USPTO patents (1976-2016). Predict the product of the given reaction. Given the reactants [CH3:1][S:2]([N:5]1[CH2:10][CH:9]=[C:8]([C:11]2[CH:12]=[C:13]3[CH2:19][C@H:18]([CH:20]4[CH2:25][CH2:24][NH:23][CH2:22][CH2:21]4)[O:17][C:14]3=[CH:15][N:16]=2)[CH2:7][CH2:6]1)(=[O:4])=[O:3].Cl[C:27]1[N:32]=[CH:31][C:30]([C:33]([F:36])([F:35])[F:34])=[CH:29][N:28]=1.C([O-])([O-])=O.[K+].[K+].CS(C)=O, predict the reaction product. The product is: [CH3:1][S:2]([N:5]1[CH2:6][CH:7]=[C:8]([C:11]2[CH:12]=[C:13]3[CH2:19][C@H:18]([CH:20]4[CH2:25][CH2:24][N:23]([C:27]5[N:32]=[CH:31][C:30]([C:33]([F:36])([F:35])[F:34])=[CH:29][N:28]=5)[CH2:22][CH2:21]4)[O:17][C:14]3=[CH:15][N:16]=2)[CH2:9][CH2:10]1)(=[O:3])=[O:4].